Dataset: Forward reaction prediction with 1.9M reactions from USPTO patents (1976-2016). Task: Predict the product of the given reaction. (1) Given the reactants [C:1]12([CH2:11][O:12][C:13]3[C:28]([CH:29]4[CH2:31][CH2:30]4)=[CH:27][C:16]([C:17]([NH:19][S:20]([CH2:23][CH2:24][O:25]C)(=[O:22])=[O:21])=[O:18])=[C:15]([F:32])[CH:14]=3)[CH2:10][CH:5]3[CH2:6][CH:7]([CH2:9][CH:3]([CH2:4]3)[CH2:2]1)[CH2:8]2.B(Br)(Br)Br.N1C(C)=CC=CC=1C, predict the reaction product. The product is: [C:1]12([CH2:11][O:12][C:13]3[C:28]([CH:29]4[CH2:30][CH2:31]4)=[CH:27][C:16]([C:17]([NH:19][S:20]([CH2:23][CH2:24][OH:25])(=[O:22])=[O:21])=[O:18])=[C:15]([F:32])[CH:14]=3)[CH2:10][CH:5]3[CH2:4][CH:3]([CH2:9][CH:7]([CH2:6]3)[CH2:8]1)[CH2:2]2. (2) Given the reactants Cl[CH2:2][C:3]([N:5]1[C:13]2[C:8](=[CH:9][CH:10]=[C:11]([N:14]3[C:18](=[O:19])[C:17]([CH3:21])([CH3:20])[N:16]([CH2:22][C:23]4[CH:28]=[CH:27][N:26]=[C:25]([Cl:29])[CH:24]=4)[C:15]3=[O:30])[CH:12]=2)[C:7]([CH3:32])([CH3:31])[CH2:6]1)=[O:4], predict the reaction product. The product is: [Cl:29][C:25]1[CH:24]=[C:23]([CH2:22][N:16]2[C:17]([CH3:21])([CH3:20])[C:18](=[O:19])[N:14]([C:11]3[CH:12]=[C:13]4[C:8]([C:7]([CH3:32])([CH3:31])[CH2:6][N:5]4[C:3](=[O:4])[CH2:2][NH:5][CH:13]([CH3:8])[CH3:12])=[CH:9][CH:10]=3)[C:15]2=[O:30])[CH:28]=[CH:27][N:26]=1. (3) Given the reactants C([N:14]1[CH2:17][CH:16]([O:18][CH:19]([C:30]2[CH:35]=[CH:34][C:33]([F:36])=[CH:32][CH:31]=2)[C:20]2[CH:25]=[CH:24][CH:23]=[CH:22][C:21]=2[C:26]([F:29])([F:28])[F:27])[CH2:15]1)(C1C=CC=CC=1)C1C=CC=CC=1.Cl.FC(F)(F)C1C=CC=CC=1C(OC1CNC1)C1C=CC([Cl:49])=CC=1, predict the reaction product. The product is: [ClH:49].[F:29][C:26]([F:27])([F:28])[C:21]1[CH:22]=[CH:23][CH:24]=[CH:25][C:20]=1[CH:19]([O:18][CH:16]1[CH2:17][NH:14][CH2:15]1)[C:30]1[CH:35]=[CH:34][C:33]([F:36])=[CH:32][CH:31]=1.